Dataset: Full USPTO retrosynthesis dataset with 1.9M reactions from patents (1976-2016). Task: Predict the reactants needed to synthesize the given product. (1) Given the product [OH:34][C:28]1[CH:27]=[C:26]([C:19]2[O:20][C:21]3[C:16]([C:17](=[O:36])[CH:18]=2)=[C:15]([OH:37])[C:14]([CH2:13][CH2:12][CH2:11][CH2:10][CH2:9][CH2:8][CH2:7][CH2:6][CH2:5][CH2:4][CH2:3][CH2:2][OH:1])=[C:23]([O:24][CH3:25])[CH:22]=3)[CH:31]=[CH:30][C:29]=1[OH:32], predict the reactants needed to synthesize it. The reactants are: [OH:1][CH2:2][CH2:3][CH2:4][CH2:5][CH2:6][CH2:7][CH2:8][CH2:9][CH2:10][CH2:11][CH2:12][CH2:13][C:14]1[C:15]([O:37]C)=[C:16]2[C:21](=[CH:22][C:23]=1[O:24][CH3:25])[O:20][C:19]([C:26]1[CH:31]=[CH:30][C:29]([O:32]C)=[C:28]([O:34]C)[CH:27]=1)=[CH:18][C:17]2=[O:36].B(Br)(Br)Br.CO.O. (2) Given the product [F:46][C:2]([F:1])([F:45])[C:3]1[CH:4]=[C:5]([CH:13]([N:15]([CH2:27][C:28]2[C:33]([N:34]([CH2:37][CH:38]3[CH2:39][CH2:40][CH2:41][CH2:42]3)[CH2:35][CH3:36])=[CH:32][CH:31]=[C:30]([O:43][CH3:44])[N:29]=2)[C:16]2[N:17]=[CH:18][C:19]([O:22][CH2:23][CH2:24][S:25]([CH3:26])=[O:50])=[CH:20][N:21]=2)[CH3:14])[CH:6]=[C:7]([C:9]([F:10])([F:11])[F:12])[CH:8]=1.[F:46][C:2]([F:1])([F:45])[C:3]1[CH:4]=[C:5]([CH:13]([N:15]([CH2:27][C:28]2[C:33]([N:34]([CH2:37][CH:38]3[CH2:39][CH2:40][CH2:41][CH2:42]3)[CH2:35][CH3:36])=[CH:32][CH:31]=[C:30]([O:43][CH3:44])[N:29]=2)[C:16]2[N:17]=[CH:18][C:19]([O:22][CH2:23][CH2:24][S:49]([CH3:55])(=[O:52])=[O:50])=[CH:20][N:21]=2)[CH3:14])[CH:6]=[C:7]([C:9]([F:11])([F:10])[F:12])[CH:8]=1, predict the reactants needed to synthesize it. The reactants are: [F:1][C:2]([F:46])([F:45])[C:3]1[CH:4]=[C:5]([CH:13]([N:15]([CH2:27][C:28]2[C:33]([N:34]([CH2:37][CH:38]3[CH2:42][CH2:41][CH2:40][CH2:39]3)[CH2:35][CH3:36])=[CH:32][CH:31]=[C:30]([O:43][CH3:44])[N:29]=2)[C:16]2[N:21]=[CH:20][C:19]([O:22][CH2:23][CH2:24][S:25][CH3:26])=[CH:18][N:17]=2)[CH3:14])[CH:6]=[C:7]([C:9]([F:12])([F:11])[F:10])[CH:8]=1.OO.[S:49]([O-:52])([O-])=[O:50].[Na+].[Na+].[C:55](#N)C. (3) Given the product [OH:17][N:16]=[C:1]([C:4]1[CH:13]=[CH:12][C:7]([C:8]([O:10][CH3:11])=[O:9])=[CH:6][C:5]=1[CH3:14])[CH3:2], predict the reactants needed to synthesize it. The reactants are: [C:1]([C:4]1[CH:13]=[CH:12][C:7]([C:8]([O:10][CH3:11])=[O:9])=[CH:6][C:5]=1[CH3:14])(=O)[CH3:2].Cl.[NH2:16][OH:17].C([O-])(=O)C.[Na+]. (4) Given the product [Cl:11][C:12]1[C:17]([Cl:18])=[CH:16][CH:15]=[CH:14][C:13]=1[S:19]([N:22]([C:23]1[C:28]([O:29][CH3:30])=[N:27][C:26]([S:31][CH2:32][C:33](=[O:34])[C:2]2[S:1][CH:5]=[CH:4][N:3]=2)=[CH:25][N:24]=1)[CH2:39][O:40][CH2:41][CH2:42][Si:43]([CH3:44])([CH3:46])[CH3:45])(=[O:20])=[O:21], predict the reactants needed to synthesize it. The reactants are: [S:1]1[CH:5]=[CH:4][N:3]=[CH:2]1.C([Li])CCC.[Cl:11][C:12]1[C:17]([Cl:18])=[CH:16][CH:15]=[CH:14][C:13]=1[S:19]([N:22]([CH2:39][O:40][CH2:41][CH2:42][Si:43]([CH3:46])([CH3:45])[CH3:44])[C:23]1[N:24]=[CH:25][C:26]([S:31][CH2:32][C:33](N(OC)C)=[O:34])=[N:27][C:28]=1[O:29][CH3:30])(=[O:21])=[O:20].Cl. (5) Given the product [Si:73]([O:72][C@H:20]([C:12]1[CH:11]=[CH:10][C:9]([OH:8])=[C:18]2[C:13]=1[CH:14]=[CH:15][C:16](=[O:19])[NH:17]2)[CH2:21][NH:22][C@H:23]([CH3:71])[CH2:24][C:25]1[CH:26]=[C:27]([CH2:31][CH2:32][NH:33][C:34]([CH2:36][C:37]2[CH:38]=[CH:39][C:40]([CH2:43][NH:44][C:45]([CH2:47][CH2:48][N:49]3[CH2:50][CH2:51][CH:52]([O:55][C:56](=[O:70])[NH:57][C:58]4[CH:63]=[CH:62][CH:61]=[CH:60][C:59]=4[C:64]4[CH:65]=[CH:66][CH:67]=[CH:68][CH:69]=4)[CH2:53][CH2:54]3)=[O:46])=[CH:41][CH:42]=2)=[O:35])[CH:28]=[CH:29][CH:30]=1)([C:76]([CH3:77])([CH3:78])[CH3:79])([CH3:74])[CH3:75], predict the reactants needed to synthesize it. The reactants are: C([O:8][C:9]1[CH:10]=[CH:11][C:12]([C@@H:20]([O:72][Si:73]([C:76]([CH3:79])([CH3:78])[CH3:77])([CH3:75])[CH3:74])[CH2:21][NH:22][C@H:23]([CH3:71])[CH2:24][C:25]2[CH:26]=[C:27]([CH2:31][CH2:32][NH:33][C:34]([CH2:36][C:37]3[CH:42]=[CH:41][C:40]([CH2:43][NH:44][C:45]([CH2:47][CH2:48][N:49]4[CH2:54][CH2:53][CH:52]([O:55][C:56](=[O:70])[NH:57][C:58]5[CH:63]=[CH:62][CH:61]=[CH:60][C:59]=5[C:64]5[CH:69]=[CH:68][CH:67]=[CH:66][CH:65]=5)[CH2:51][CH2:50]4)=[O:46])=[CH:39][CH:38]=3)=[O:35])[CH:28]=[CH:29][CH:30]=2)=[C:13]2[C:18]=1[NH:17][C:16](=[O:19])[CH:15]=[CH:14]2)C1C=CC=CC=1.